Dataset: Full USPTO retrosynthesis dataset with 1.9M reactions from patents (1976-2016). Task: Predict the reactants needed to synthesize the given product. (1) Given the product [CH3:1][O:2][C:3]1[CH:4]=[C:5]2[C:9](=[C:10]([CH3:12])[CH:11]=1)[NH:8][CH:7]=[C:6]2[C:19]1[CH2:20][CH2:21][N:16]([CH3:15])[CH2:17][CH:18]=1, predict the reactants needed to synthesize it. The reactants are: [CH3:1][O:2][C:3]1[CH:4]=[C:5]2[C:9](=[C:10]([CH3:12])[CH:11]=1)[NH:8][CH:7]=[CH:6]2.[OH-].[K+].[CH3:15][N:16]1[CH2:21][CH2:20][C:19](=O)[CH2:18][CH2:17]1. (2) Given the product [C:9]([O:15][CH2:16][C:17]1[CH:22]=[CH:21][CH:20]=[CH:19][CH:18]=1)(=[O:14])[CH:10]=[CH:11][C:2]1[CH:7]=[CH:6][CH:5]=[CH:4][CH:3]=1, predict the reactants needed to synthesize it. The reactants are: C(=O)[C:2]1[CH:7]=[CH:6][CH:5]=[CH:4][CH:3]=1.[C:9]([O:15][CH2:16][C:17]1[CH:22]=[CH:21][CH:20]=[CH:19][CH:18]=1)(=[O:14])[CH2:10][C:11]([O-])=O. (3) Given the product [Cl:8][C:9]1[CH:14]=[C:13]([Cl:15])[CH:12]=[CH:11][C:10]=1[C@H:16]([N:18]1[C:22]2[CH:23]=[C:24]([N:27]3[CH2:32][CH2:31][N:30]([C:33]([C@H:35]4[CH2:39][CH2:38][CH2:37][NH:36]4)=[O:34])[C@H:29]([CH3:47])[CH2:28]3)[CH:25]=[CH:26][C:21]=2[N:20]=[CH:19]1)[CH3:17], predict the reactants needed to synthesize it. The reactants are: FC(F)(F)C(O)=O.[Cl:8][C:9]1[CH:14]=[C:13]([Cl:15])[CH:12]=[CH:11][C:10]=1[C@H:16]([N:18]1[C:22]2[CH:23]=[C:24]([N:27]3[CH2:32][CH2:31][N:30]([C:33]([C@H:35]4[CH2:39][CH2:38][CH2:37][N:36]4C(OC(C)(C)C)=O)=[O:34])[C@H:29]([CH3:47])[CH2:28]3)[CH:25]=[CH:26][C:21]=2[N:20]=[CH:19]1)[CH3:17]. (4) Given the product [F:23][C:20]1[CH:21]=[CH:22][C:16]2[O:15][CH2:14][CH:13]([CH2:12][N:25]([CH3:24])[CH2:26][CH2:27][CH3:28])[O:18][C:17]=2[CH:19]=1, predict the reactants needed to synthesize it. The reactants are: CC1C=CC(S(O[CH2:12][CH:13]2[O:18][C:17]3[CH:19]=[C:20]([F:23])[CH:21]=[CH:22][C:16]=3[O:15][CH2:14]2)(=O)=O)=CC=1.[CH3:24][NH:25][CH2:26][CH2:27][CH3:28]. (5) Given the product [C:1]([O:5][C:6]([N:8]1[CH2:9][CH:10]=[C:11]([C:14]2[C:22]3[S:21][C:20]([NH:23][C:45]([N:39]4[CH2:44][CH2:43][O:42][CH2:41][CH2:40]4)=[O:46])=[N:19][C:18]=3[C:17]([O:24][CH3:25])=[CH:16][CH:15]=2)[CH2:12][CH2:13]1)=[O:7])([CH3:4])([CH3:3])[CH3:2], predict the reactants needed to synthesize it. The reactants are: [C:1]([O:5][C:6]([N:8]1[CH2:13][CH:12]=[C:11]([C:14]2[C:22]3[S:21][C:20]([NH2:23])=[N:19][C:18]=3[C:17]([O:24][CH3:25])=[CH:16][CH:15]=2)[CH2:10][CH2:9]1)=[O:7])([CH3:4])([CH3:3])[CH3:2].O1CCOCC1.C(N(CC)CC)C.[N:39]1([C:45](Cl)=[O:46])[CH2:44][CH2:43][O:42][CH2:41][CH2:40]1. (6) Given the product [Cl:20][C:21]1[CH:27]=[CH:26][C:25]([Cl:28])=[CH:24][C:22]=1[NH:23][S:12]([C:9]1[C:10]2[C:5](=[CH:4][CH:3]=[C:2]([OH:1])[CH:11]=2)[CH:6]=[C:7]([S:16]([NH:23][C:22]2[CH:24]=[C:25]([Cl:28])[CH:26]=[CH:27][C:21]=2[Cl:20])(=[O:18])=[O:17])[CH:8]=1)(=[O:14])=[O:13], predict the reactants needed to synthesize it. The reactants are: [OH:1][C:2]1[CH:11]=[C:10]2[C:5]([CH:6]=[C:7]([S:16](Cl)(=[O:18])=[O:17])[CH:8]=[C:9]2[S:12](Cl)(=[O:14])=[O:13])=[CH:4][CH:3]=1.[Cl:20][C:21]1[CH:27]=[CH:26][C:25]([Cl:28])=[CH:24][C:22]=1[NH2:23].